This data is from Forward reaction prediction with 1.9M reactions from USPTO patents (1976-2016). The task is: Predict the product of the given reaction. (1) Given the reactants C(NC(C)C)(C)C.[Li]CCCC.[Br:13][C:14]1[CH:19]=[CH:18][C:17]([F:20])=[C:16]([F:21])[C:15]=1[F:22].[C:23](=[O:25])=[O:24], predict the reaction product. The product is: [Br:13][C:14]1[C:15]([F:22])=[C:16]([F:21])[C:17]([F:20])=[C:18]([CH:19]=1)[C:23]([OH:25])=[O:24]. (2) Given the reactants [CH3:1][O:2][C:3]([C:5]1[C:13]([NH:14][C:15]2[CH:20]=[CH:19][CH:18]=[CH:17][C:16]=2[Cl:21])=[C:12]([F:22])[C:8]2[N:9]=[CH:10][NH:11][C:7]=2[CH:6]=1)=[O:4].CO.CC1C=CC(S(O)(=O)=O)=CC=1.O.C1C(=O)N([Br:44])C(=O)C1, predict the reaction product. The product is: [CH3:1][O:2][C:3]([C:5]1[C:13]([NH:14][C:15]2[CH:20]=[CH:19][C:18]([Br:44])=[CH:17][C:16]=2[Cl:21])=[C:12]([F:22])[C:8]2[N:9]=[CH:10][NH:11][C:7]=2[CH:6]=1)=[O:4].